From a dataset of Reaction yield outcomes from USPTO patents with 853,638 reactions. Predict the reaction yield, written as a fraction of the theoretical maximum amount of product (1.0 means a 100% yield; for example, 0.34 means a 34% yield). (1) The reactants are [Si:1]([O:8][CH2:9][CH:10]1[C:14](=O)[CH2:13][C@@H:12]([CH:16]2[CH2:18][CH2:17]2)[N:11]1[C:19]([O:21][C:22]([CH3:25])([CH3:24])[CH3:23])=[O:20])([C:4]([CH3:7])([CH3:6])[CH3:5])([CH3:3])[CH3:2].CCO.O.[NH2:30]N.CCOC(C)=O.C[N:39]([CH:41](OC)OC)C. No catalyst specified. The product is [Si:1]([O:8][CH2:9][CH:10]1[C:14]2=[N:30][NH:39][CH:41]=[C:13]2[C@@H:12]([CH:16]2[CH2:17][CH2:18]2)[N:11]1[C:19]([O:21][C:22]([CH3:23])([CH3:25])[CH3:24])=[O:20])([C:4]([CH3:5])([CH3:6])[CH3:7])([CH3:3])[CH3:2]. The yield is 0.870. (2) The reactants are Cl.[Br:2][C:3]1[CH:4]=[C:5]([Cl:11])[C:6]([CH2:9][NH2:10])=[N:7][CH:8]=1.CCN(CC)CC.[C:19]1(=O)[O:24][C:22](=[O:23])[C:21]2=[CH:25][CH:26]=[CH:27][CH:28]=[C:20]12. The catalyst is C1(C)C=CC=CC=1. The product is [Br:2][C:3]1[CH:4]=[C:5]([Cl:11])[C:6]([CH2:9][N:10]2[C:22](=[O:23])[C:21]3[C:20](=[CH:28][CH:27]=[CH:26][CH:25]=3)[C:19]2=[O:24])=[N:7][CH:8]=1. The yield is 0.650. (3) The reactants are F[C:2]1[CH:7]=[CH:6][C:5]([N+:8]([O-:10])=[O:9])=[CH:4][CH:3]=1.[C:11]([O:15][C:16]([N:18]1[CH2:24][CH2:23][CH2:22][NH:21][CH2:20][CH2:19]1)=[O:17])([CH3:14])([CH3:13])[CH3:12].C(=O)([O-])[O-].[K+].[K+]. The catalyst is CN(C=O)C.CCOC(C)=O. The product is [C:11]([O:15][C:16]([N:18]1[CH2:24][CH2:23][CH2:22][N:21]([C:2]2[CH:7]=[CH:6][C:5]([N+:8]([O-:10])=[O:9])=[CH:4][CH:3]=2)[CH2:20][CH2:19]1)=[O:17])([CH3:14])([CH3:12])[CH3:13]. The yield is 0.780. (4) The reactants are [C:1]([O:5][C:6]([N:8]1[C:16]2[C:11](=[CH:12][C:13]([CH:17]=[C:18]([NH:23]C(OCC3C=CC=CC=3)=O)[C:19]([O:21][CH3:22])=[O:20])=[CH:14][CH:15]=2)[CH:10]=[N:9]1)=[O:7])([CH3:4])([CH3:3])[CH3:2].[H][H]. The catalyst is [Pd].CO. The product is [C:1]([O:5][C:6]([N:8]1[C:16]2[C:11](=[CH:12][C:13]([CH2:17][CH:18]([NH2:23])[C:19]([O:21][CH3:22])=[O:20])=[CH:14][CH:15]=2)[CH:10]=[N:9]1)=[O:7])([CH3:3])([CH3:4])[CH3:2]. The yield is 0.950. (5) The reactants are [CH2:1]([CH:8]1[C:14](=[O:15])[C:13](=[N:16]O)[CH:12]2[CH2:18][CH:9]1[CH2:10][CH2:11]2)[C:2]1[CH:7]=[CH:6][CH:5]=[CH:4][N:3]=1.Cl.[H][H]. The catalyst is [Pd].C(O)C. The product is [CH2:1]([CH:8]1[C:14](=[O:15])[CH:13]([NH2:16])[CH:12]2[CH2:18][CH:9]1[CH2:10][CH2:11]2)[C:2]1[CH:7]=[CH:6][CH:5]=[CH:4][N:3]=1. The yield is 0.860.